This data is from NCI-60 drug combinations with 297,098 pairs across 59 cell lines. The task is: Regression. Given two drug SMILES strings and cell line genomic features, predict the synergy score measuring deviation from expected non-interaction effect. (1) Drug 1: C1=NC2=C(N1)C(=S)N=C(N2)N. Drug 2: COC1=NC(=NC2=C1N=CN2C3C(C(C(O3)CO)O)O)N. Cell line: HCT116. Synergy scores: CSS=41.7, Synergy_ZIP=1.86, Synergy_Bliss=1.05, Synergy_Loewe=-28.2, Synergy_HSA=0.0516. (2) Drug 1: CN(C)C1=NC(=NC(=N1)N(C)C)N(C)C. Drug 2: CC12CCC3C(C1CCC2OP(=O)(O)O)CCC4=C3C=CC(=C4)OC(=O)N(CCCl)CCCl.[Na+]. Cell line: A549. Synergy scores: CSS=-9.14, Synergy_ZIP=0.0657, Synergy_Bliss=-5.53, Synergy_Loewe=-12.0, Synergy_HSA=-9.51. (3) Drug 1: CC1=C(C=C(C=C1)NC(=O)C2=CC=C(C=C2)CN3CCN(CC3)C)NC4=NC=CC(=N4)C5=CN=CC=C5. Drug 2: C1CN1C2=NC(=NC(=N2)N3CC3)N4CC4. Cell line: PC-3. Synergy scores: CSS=13.5, Synergy_ZIP=2.41, Synergy_Bliss=1.84, Synergy_Loewe=-11.7, Synergy_HSA=-4.79. (4) Drug 1: C1=C(C(=O)NC(=O)N1)F. Drug 2: CS(=O)(=O)CCNCC1=CC=C(O1)C2=CC3=C(C=C2)N=CN=C3NC4=CC(=C(C=C4)OCC5=CC(=CC=C5)F)Cl. Cell line: NCI-H460. Synergy scores: CSS=36.1, Synergy_ZIP=-1.22, Synergy_Bliss=-5.70, Synergy_Loewe=-7.61, Synergy_HSA=-1.58. (5) Drug 2: CN(C)C1=NC(=NC(=N1)N(C)C)N(C)C. Synergy scores: CSS=-3.84, Synergy_ZIP=-0.204, Synergy_Bliss=-3.35, Synergy_Loewe=-5.84, Synergy_HSA=-4.68. Cell line: SN12C. Drug 1: CN(C)N=NC1=C(NC=N1)C(=O)N. (6) Cell line: EKVX. Synergy scores: CSS=23.9, Synergy_ZIP=-0.774, Synergy_Bliss=3.12, Synergy_Loewe=2.30, Synergy_HSA=4.07. Drug 1: C1=CC(=C2C(=C1NCCNCCO)C(=O)C3=C(C=CC(=C3C2=O)O)O)NCCNCCO. Drug 2: CCC1(C2=C(COC1=O)C(=O)N3CC4=CC5=C(C=CC(=C5CN(C)C)O)N=C4C3=C2)O.Cl. (7) Drug 1: CC1=C(C=C(C=C1)NC2=NC=CC(=N2)N(C)C3=CC4=NN(C(=C4C=C3)C)C)S(=O)(=O)N.Cl. Drug 2: CC(C)(C#N)C1=CC(=CC(=C1)CN2C=NC=N2)C(C)(C)C#N. Cell line: MALME-3M. Synergy scores: CSS=7.71, Synergy_ZIP=-0.255, Synergy_Bliss=5.27, Synergy_Loewe=4.06, Synergy_HSA=4.08. (8) Drug 1: CCC1=CC2CC(C3=C(CN(C2)C1)C4=CC=CC=C4N3)(C5=C(C=C6C(=C5)C78CCN9C7C(C=CC9)(C(C(C8N6C)(C(=O)OC)O)OC(=O)C)CC)OC)C(=O)OC.C(C(C(=O)O)O)(C(=O)O)O. Drug 2: CCCS(=O)(=O)NC1=C(C(=C(C=C1)F)C(=O)C2=CNC3=C2C=C(C=N3)C4=CC=C(C=C4)Cl)F. Cell line: HOP-92. Synergy scores: CSS=35.2, Synergy_ZIP=-1.55, Synergy_Bliss=3.53, Synergy_Loewe=-31.9, Synergy_HSA=2.62. (9) Drug 1: C1=CC=C(C(=C1)C(C2=CC=C(C=C2)Cl)C(Cl)Cl)Cl. Drug 2: CC1C(C(CC(O1)OC2CC(CC3=C2C(=C4C(=C3O)C(=O)C5=C(C4=O)C(=CC=C5)OC)O)(C(=O)CO)O)N)O.Cl. Cell line: SK-MEL-28. Synergy scores: CSS=40.4, Synergy_ZIP=-5.49, Synergy_Bliss=-9.03, Synergy_Loewe=-7.51, Synergy_HSA=-6.34. (10) Drug 1: CC1CCC2CC(C(=CC=CC=CC(CC(C(=O)C(C(C(=CC(C(=O)CC(OC(=O)C3CCCCN3C(=O)C(=O)C1(O2)O)C(C)CC4CCC(C(C4)OC)O)C)C)O)OC)C)C)C)OC. Drug 2: CC1=C2C(C(=O)C3(C(CC4C(C3C(C(C2(C)C)(CC1OC(=O)C(C(C5=CC=CC=C5)NC(=O)C6=CC=CC=C6)O)O)OC(=O)C7=CC=CC=C7)(CO4)OC(=O)C)O)C)OC(=O)C. Cell line: NCI-H226. Synergy scores: CSS=17.5, Synergy_ZIP=-5.20, Synergy_Bliss=0.841, Synergy_Loewe=-3.68, Synergy_HSA=1.48.